From a dataset of Catalyst prediction with 721,799 reactions and 888 catalyst types from USPTO. Predict which catalyst facilitates the given reaction. (1) Reactant: [CH2:1]([O:4][C:5]1[C:14]2[C:9](=[CH:10][CH:11]=[CH:12][CH:13]=2)[C:8]([O:15][CH2:16][CH2:17][CH3:18])=[C:7]([C:19]([O:21]CC)=[O:20])[C:6]=1[C:24]([O:26]CC)=[O:25])[CH2:2][CH3:3].C(O)C.[OH-].[Na+]. Product: [CH2:1]([O:4][C:5]1[C:14]2[C:9](=[CH:10][CH:11]=[CH:12][CH:13]=2)[C:8]([O:15][CH2:16][CH2:17][CH3:18])=[C:7]([C:19]([OH:21])=[O:20])[C:6]=1[C:24]([OH:26])=[O:25])[CH2:2][CH3:3]. The catalyst class is: 6. (2) Reactant: [NH:1]([CH2:8][C:9]([NH:11][NH:12][C:13]([C:15]1[NH:16][C:17]2[C:22]([CH:23]=1)=[CH:21][C:20]([Cl:24])=[CH:19][CH:18]=2)=[O:14])=[O:10])[C:2]1[CH:7]=[CH:6][CH:5]=[CH:4][CH:3]=1.[C:25](N1C=CN=C1)(N1C=CN=C1)=[O:26].C(O)(=O)CC(CC(O)=O)(C(O)=O)O. Product: [O:26]=[C:25]1[N:11]([NH:12][C:13]([C:15]2[NH:16][C:17]3[C:22]([CH:23]=2)=[CH:21][C:20]([Cl:24])=[CH:19][CH:18]=3)=[O:14])[C:9](=[O:10])[CH2:8][N:1]1[C:2]1[CH:3]=[CH:4][CH:5]=[CH:6][CH:7]=1. The catalyst class is: 1.